From a dataset of NCI-60 drug combinations with 297,098 pairs across 59 cell lines. Regression. Given two drug SMILES strings and cell line genomic features, predict the synergy score measuring deviation from expected non-interaction effect. (1) Drug 1: CC(C)CN1C=NC2=C1C3=CC=CC=C3N=C2N. Drug 2: C(CN)CNCCSP(=O)(O)O. Cell line: 786-0. Synergy scores: CSS=-4.77, Synergy_ZIP=1.76, Synergy_Bliss=-1.10, Synergy_Loewe=-2.90, Synergy_HSA=-4.24. (2) Drug 1: CC12CCC3C(C1CCC2OP(=O)(O)O)CCC4=C3C=CC(=C4)OC(=O)N(CCCl)CCCl.[Na+]. Drug 2: CC1C(C(CC(O1)OC2CC(CC3=C2C(=C4C(=C3O)C(=O)C5=CC=CC=C5C4=O)O)(C(=O)C)O)N)O. Cell line: SR. Synergy scores: CSS=54.7, Synergy_ZIP=7.74, Synergy_Bliss=7.46, Synergy_Loewe=7.02, Synergy_HSA=11.1. (3) Drug 1: CC12CCC(CC1=CCC3C2CCC4(C3CC=C4C5=CN=CC=C5)C)O. Drug 2: CC1C(C(=O)NC(C(=O)N2CCCC2C(=O)N(CC(=O)N(C(C(=O)O1)C(C)C)C)C)C(C)C)NC(=O)C3=C4C(=C(C=C3)C)OC5=C(C(=O)C(=C(C5=N4)C(=O)NC6C(OC(=O)C(N(C(=O)CN(C(=O)C7CCCN7C(=O)C(NC6=O)C(C)C)C)C)C(C)C)C)N)C. Cell line: ACHN. Synergy scores: CSS=9.58, Synergy_ZIP=19.3, Synergy_Bliss=19.6, Synergy_Loewe=20.4, Synergy_HSA=19.1. (4) Drug 1: C1CC(C1)(C(=O)O)C(=O)O.[NH2-].[NH2-].[Pt+2]. Drug 2: CNC(=O)C1=NC=CC(=C1)OC2=CC=C(C=C2)NC(=O)NC3=CC(=C(C=C3)Cl)C(F)(F)F. Cell line: SK-MEL-2. Synergy scores: CSS=3.91, Synergy_ZIP=-0.494, Synergy_Bliss=1.69, Synergy_Loewe=-2.01, Synergy_HSA=-1.11. (5) Drug 1: CNC(=O)C1=NC=CC(=C1)OC2=CC=C(C=C2)NC(=O)NC3=CC(=C(C=C3)Cl)C(F)(F)F. Drug 2: CN(CC1=CN=C2C(=N1)C(=NC(=N2)N)N)C3=CC=C(C=C3)C(=O)NC(CCC(=O)O)C(=O)O. Cell line: HOP-62. Synergy scores: CSS=15.5, Synergy_ZIP=4.20, Synergy_Bliss=4.49, Synergy_Loewe=-28.0, Synergy_HSA=1.08.